This data is from Forward reaction prediction with 1.9M reactions from USPTO patents (1976-2016). The task is: Predict the product of the given reaction. Given the reactants [F:1][C:2]1[CH:7]=[CH:6][C:5]([C:8]2[CH:9]=[C:10]([C:19]([O:21]C)=[O:20])[C:11](=[O:18])[N:12](CC(C)C)[N:13]=2)=[CH:4][C:3]=1C.[F:24]C1C=C(C(=O)CC(C(OCC)=O)(O)C(OCC)=O)C=CC=1F, predict the reaction product. The product is: [C:19]([C:10]1[C:11](=[O:18])[NH:12][N:13]=[C:8]([C:5]2[CH:6]=[CH:7][C:2]([F:1])=[C:3]([F:24])[CH:4]=2)[CH:9]=1)([OH:21])=[O:20].